Predict hERG channel inhibition at various concentrations. From a dataset of hERG Central: cardiac toxicity at 1µM, 10µM, and general inhibition. (1) The compound is O=C1NC(=O)C(=Cc2ccc(N3CCN(C(=O)c4ccccc4)CC3)c([N+](=O)[O-])c2)C(=O)N1. Results: hERG_inhib (hERG inhibition (general)): blocker. (2) The drug is Cc1cccc(CN2CCc3c(OCC(=O)NCc4ccco4)cccc3C2=O)c1. Results: hERG_inhib (hERG inhibition (general)): blocker. (3) The molecule is c1ccc(Cn2c(NCc3ccco3)nc3ccccc32)cc1. Results: hERG_inhib (hERG inhibition (general)): blocker. (4) The drug is Cc1ccc(N2CC(NC(=O)N3CCN(C(=O)c4ccco4)CC3)CC2=O)cc1. Results: hERG_inhib (hERG inhibition (general)): blocker. (5) The molecule is Cc1c(C(=O)Nc2c(C)n(C)n(-c3ccccc3)c2=O)oc2ccc(Cl)cc12. Results: hERG_inhib (hERG inhibition (general)): blocker. (6) The compound is CCn1c(CNC(=O)COc2ccc(C(C)C)cc2)nnc1SCC(=O)Nc1ccccc1C(C)C. Results: hERG_inhib (hERG inhibition (general)): blocker.